Dataset: Peptide-MHC class I binding affinity with 185,985 pairs from IEDB/IMGT. Task: Regression. Given a peptide amino acid sequence and an MHC pseudo amino acid sequence, predict their binding affinity value. This is MHC class I binding data. (1) The peptide sequence is PFMIDVQQW. The MHC is HLA-A24:02 with pseudo-sequence HLA-A24:02. The binding affinity (normalized) is 0. (2) The peptide sequence is RTTLWCDVR. The MHC is HLA-B46:01 with pseudo-sequence HLA-B46:01. The binding affinity (normalized) is 0.0847.